From a dataset of Reaction yield outcomes from USPTO patents with 853,638 reactions. Predict the reaction yield, written as a fraction of the theoretical maximum amount of product (1.0 means a 100% yield; for example, 0.34 means a 34% yield). (1) The reactants are [CH3:1][O:2][C:3]1[C:8]([CH2:9][NH2:10])=[C:7]([CH3:11])[CH:6]=[C:5]([CH3:12])[N:4]=1.[CH3:13][C:14]([O:17][C:18](O[C:18]([O:17][C:14]([CH3:16])([CH3:15])[CH3:13])=[O:19])=[O:19])([CH3:16])[CH3:15]. The catalyst is C1COCC1. The product is [CH3:1][O:2][C:3]1[C:8]([CH2:9][NH:10][C:18](=[O:19])[O:17][C:14]([CH3:16])([CH3:15])[CH3:13])=[C:7]([CH3:11])[CH:6]=[C:5]([CH3:12])[N:4]=1. The yield is 0.830. (2) The reactants are [CH3:1][N:2]([CH3:22])[C:3]([C:5]1[C:9]2[CH:10]=[C:11]([N:14]3[CH2:19][C@H:18]([CH3:20])[NH:17][C@H:16]([CH3:21])[CH2:15]3)[CH:12]=[CH:13][C:8]=2[O:7][CH:6]=1)=[O:4].C=O.[BH3-][C:26]#N.[Na+]. The catalyst is CO. The product is [CH3:1][N:2]([CH3:22])[C:3]([C:5]1[C:9]2[CH:10]=[C:11]([N:14]3[CH2:19][C@H:18]([CH3:20])[N:17]([CH3:26])[C@H:16]([CH3:21])[CH2:15]3)[CH:12]=[CH:13][C:8]=2[O:7][CH:6]=1)=[O:4]. The yield is 0.610. (3) The reactants are [Cl:1][C:2]1[N:3]=[C:4](Cl)[C:5]2[CH2:10][CH2:9][CH:8]([C:11]3[CH:16]=[CH:15][C:14]([F:17])=[CH:13][CH:12]=3)[C:6]=2[N:7]=1.[CH3:19][C@H:20]1[O:25][C@@H:24]([CH3:26])[CH2:23][NH:22][CH2:21]1. The catalyst is CO. The product is [Cl:1][C:2]1[N:3]=[C:4]([N:22]2[CH2:21][C@@H:20]([CH3:19])[O:25][C@@H:24]([CH3:26])[CH2:23]2)[C:5]2[CH2:10][CH2:9][CH:8]([C:11]3[CH:16]=[CH:15][C:14]([F:17])=[CH:13][CH:12]=3)[C:6]=2[N:7]=1. The yield is 0.870. (4) The reactants are [NH:1]1[C:9]2[C:4](=[CH:5][CH:6]=[CH:7][CH:8]=2)[C:3]2([C:13]3=[CH:14][C:15]4[O:19][CH2:18][O:17][C:16]=4[CH:20]=[C:12]3[O:11][CH2:10]2)[C:2]1=[O:21].C(=O)([O-])[O-].[Cs+].[Cs+].[I-].[K+].CC1C=CC(S(O[CH2:41][C@H:42]2[CH2:47][O:46][CH2:45][CH2:44][O:43]2)(=O)=O)=CC=1. The catalyst is CN(C)C=O. The product is [O:43]1[CH2:44][CH2:45][O:46][CH2:47][C@@H:42]1[CH2:41][N:1]1[C:9]2[C:4](=[CH:5][CH:6]=[CH:7][CH:8]=2)[C:3]2([C:13]3=[CH:14][C:15]4[O:19][CH2:18][O:17][C:16]=4[CH:20]=[C:12]3[O:11][CH2:10]2)[C:2]1=[O:21]. The yield is 0.930. (5) The reactants are [Cl:1][C:2]1[CH:3]=[N:4][N:5]([CH3:16])[C:6]=1[C:7]1[CH:8]=[C:9]([C:13]([OH:15])=O)[O:10][C:11]=1[CH3:12].[NH2:17][C@@H:18]([CH2:31][C:32]1[CH:37]=[CH:36][CH:35]=[C:34]([C:38]([F:41])([F:40])[F:39])[CH:33]=1)[CH2:19][N:20]1[C:28](=[O:29])[C:27]2[C:22](=[CH:23][CH:24]=[CH:25][CH:26]=2)[C:21]1=[O:30].CC(OC(N[C@H](C(O)=O)CC1C=CC=CC=1C(F)(F)F)=O)(C)C.C1CN([P+](Br)(N2CCCC2)N2CCCC2)CC1.F[P-](F)(F)(F)(F)F.CCN(C(C)C)C(C)C. The catalyst is C(Cl)(Cl)Cl. The product is [Cl:1][C:2]1[CH:3]=[N:4][N:5]([CH3:16])[C:6]=1[C:7]1[CH:8]=[C:9]([C:13]([NH:17][C@@H:18]([CH2:31][C:32]2[CH:37]=[CH:36][CH:35]=[C:34]([C:38]([F:41])([F:39])[F:40])[CH:33]=2)[CH2:19][N:20]2[C:21](=[O:30])[C:22]3[C:27](=[CH:26][CH:25]=[CH:24][CH:23]=3)[C:28]2=[O:29])=[O:15])[O:10][C:11]=1[CH3:12]. The yield is 0.480.